Dataset: NCI-60 drug combinations with 297,098 pairs across 59 cell lines. Task: Regression. Given two drug SMILES strings and cell line genomic features, predict the synergy score measuring deviation from expected non-interaction effect. (1) Drug 1: CC1=C2C(C(=O)C3(C(CC4C(C3C(C(C2(C)C)(CC1OC(=O)C(C(C5=CC=CC=C5)NC(=O)C6=CC=CC=C6)O)O)OC(=O)C7=CC=CC=C7)(CO4)OC(=O)C)O)C)OC(=O)C. Drug 2: CCN(CC)CCCC(C)NC1=C2C=C(C=CC2=NC3=C1C=CC(=C3)Cl)OC. Cell line: NCI-H460. Synergy scores: CSS=67.1, Synergy_ZIP=2.81, Synergy_Bliss=1.91, Synergy_Loewe=-30.7, Synergy_HSA=2.96. (2) Drug 1: CNC(=O)C1=NC=CC(=C1)OC2=CC=C(C=C2)NC(=O)NC3=CC(=C(C=C3)Cl)C(F)(F)F. Drug 2: CC12CCC3C(C1CCC2OP(=O)(O)O)CCC4=C3C=CC(=C4)OC(=O)N(CCCl)CCCl.[Na+]. Cell line: T-47D. Synergy scores: CSS=4.46, Synergy_ZIP=7.18, Synergy_Bliss=3.11, Synergy_Loewe=-1.06, Synergy_HSA=-1.29. (3) Drug 1: CN1C(=O)N2C=NC(=C2N=N1)C(=O)N. Drug 2: CC1C(C(CC(O1)OC2CC(CC3=C2C(=C4C(=C3O)C(=O)C5=C(C4=O)C(=CC=C5)OC)O)(C(=O)CO)O)N)O.Cl. Cell line: IGROV1. Synergy scores: CSS=26.3, Synergy_ZIP=-3.57, Synergy_Bliss=-2.66, Synergy_Loewe=-34.6, Synergy_HSA=-2.34. (4) Drug 1: CC1=C(C(CCC1)(C)C)C=CC(=CC=CC(=CC(=O)O)C)C. Drug 2: CCC1(C2=C(COC1=O)C(=O)N3CC4=CC5=C(C=CC(=C5CN(C)C)O)N=C4C3=C2)O.Cl. Cell line: HS 578T. Synergy scores: CSS=21.9, Synergy_ZIP=-6.16, Synergy_Bliss=-5.02, Synergy_Loewe=0.942, Synergy_HSA=1.45. (5) Cell line: NCI-H522. Drug 2: CC1CCC2CC(C(=CC=CC=CC(CC(C(=O)C(C(C(=CC(C(=O)CC(OC(=O)C3CCCCN3C(=O)C(=O)C1(O2)O)C(C)CC4CCC(C(C4)OC)OCCO)C)C)O)OC)C)C)C)OC. Synergy scores: CSS=24.0, Synergy_ZIP=3.87, Synergy_Bliss=0.683, Synergy_Loewe=-5.90, Synergy_HSA=0.612. Drug 1: C1=CN(C(=O)N=C1N)C2C(C(C(O2)CO)O)O.Cl. (6) Drug 2: CNC(=O)C1=NC=CC(=C1)OC2=CC=C(C=C2)NC(=O)NC3=CC(=C(C=C3)Cl)C(F)(F)F. Drug 1: C1=CN(C(=O)N=C1N)C2C(C(C(O2)CO)O)(F)F. Cell line: NCIH23. Synergy scores: CSS=82.7, Synergy_ZIP=-4.97, Synergy_Bliss=-6.75, Synergy_Loewe=-4.00, Synergy_HSA=-2.90. (7) Drug 1: CC1=C(C=C(C=C1)NC2=NC=CC(=N2)N(C)C3=CC4=NN(C(=C4C=C3)C)C)S(=O)(=O)N.Cl. Drug 2: CC1OCC2C(O1)C(C(C(O2)OC3C4COC(=O)C4C(C5=CC6=C(C=C35)OCO6)C7=CC(=C(C(=C7)OC)O)OC)O)O. Cell line: SF-295. Synergy scores: CSS=52.4, Synergy_ZIP=-0.992, Synergy_Bliss=2.13, Synergy_Loewe=-12.4, Synergy_HSA=3.89.